Dataset: Full USPTO retrosynthesis dataset with 1.9M reactions from patents (1976-2016). Task: Predict the reactants needed to synthesize the given product. (1) Given the product [CH2:53]([N:60]1[C:64]2=[C:65]([N+:79]([O-:81])=[O:80])[C:66]([NH:89][C:86]3[CH:87]=[CH:88][C:83]([Br:82])=[CH:84][C:85]=3[F:90])=[C:67]([CH3:70])[C:68](=[O:69])[N:63]2[CH2:62][CH2:61]1)[C:54]1[CH:55]=[CH:56][CH:57]=[CH:58][CH:59]=1, predict the reactants needed to synthesize it. The reactants are: C1C=CC(P(C2C(C3C(P(C4C=CC=CC=4)C4C=CC=CC=4)=CC=C4C=3C=CC=C4)=C3C(C=CC=C3)=CC=2)C2C=CC=CC=2)=CC=1.C(=O)([O-])[O-].[Cs+].[Cs+].[CH2:53]([N:60]1[C:64]2=[C:65]([N+:79]([O-:81])=[O:80])[C:66](OS(C(F)(F)F)(=O)=O)=[C:67]([CH3:70])[C:68](=[O:69])[N:63]2[CH2:62][CH2:61]1)[C:54]1[CH:59]=[CH:58][CH:57]=[CH:56][CH:55]=1.[Br:82][C:83]1[CH:88]=[CH:87][C:86]([NH2:89])=[C:85]([F:90])[CH:84]=1. (2) Given the product [Br:1][CH2:2][CH2:3][CH2:4][CH2:5][CH2:6][CH2:7][O:8][CH2:9][CH2:10][C:11]#[C:12][C:23]1[CH:24]=[CH:25][CH:26]=[C:21]([S:18]([CH:13]2[CH2:17][CH2:16][CH2:15][CH2:14]2)(=[O:20])=[O:19])[CH:22]=1, predict the reactants needed to synthesize it. The reactants are: [Br:1][CH2:2][CH2:3][CH2:4][CH2:5][CH2:6][CH2:7][O:8][CH2:9][CH2:10][C:11]#[CH:12].[CH:13]1([S:18]([C:21]2[CH:26]=[CH:25][CH:24]=[C:23](I)[CH:22]=2)(=[O:20])=[O:19])[CH2:17][CH2:16][CH2:15][CH2:14]1. (3) Given the product [F:34][C:32]1[CH:31]=[CH:30][C:29]([CH3:35])=[C:28]([CH:33]=1)[O:27][CH2:26][C:25]1[C:16]([C:13]2[CH:14]=[CH:15][C:10]([OH:9])=[CH:11][C:12]=2[O:40][CH3:41])=[CH:17][CH:18]=[C:19]2[C:24]=1[N:23]([CH3:36])[C:22](=[O:37])[C:21]([CH3:39])([CH3:38])[NH:20]2, predict the reactants needed to synthesize it. The reactants are: C([O:9][C:10]1[CH:15]=[CH:14][C:13]([C:16]2[C:25]([CH2:26][O:27][C:28]3[CH:33]=[C:32]([F:34])[CH:31]=[CH:30][C:29]=3[CH3:35])=[C:24]3[C:19]([NH:20][C:21]([CH3:39])([CH3:38])[C:22](=[O:37])[N:23]3[CH3:36])=[CH:18][CH:17]=2)=[C:12]([O:40][CH3:41])[CH:11]=1)(=O)C1C=CC=CC=1.O.Cl. (4) Given the product [C:29]([C:31]1[CH:38]=[CH:37][CH:36]=[CH:35][C:32]=1[CH2:33][NH:1][C@@H:2]1[CH2:7][CH2:6][CH2:5][N:4]([C:8]2[CH:13]=[C:12]([CH3:14])[N:11]=[C:10]3[N:15]([CH3:28])[C:16](=[O:27])[N:17]([CH2:18][C:19]4[CH:26]=[CH:25][CH:24]=[CH:23][C:20]=4[C:21]#[N:22])[C:9]=23)[CH2:3]1)#[N:30], predict the reactants needed to synthesize it. The reactants are: [NH2:1][C@@H:2]1[CH2:7][CH2:6][CH2:5][N:4]([C:8]2[CH:13]=[C:12]([CH3:14])[N:11]=[C:10]3[N:15]([CH3:28])[C:16](=[O:27])[N:17]([CH2:18][C:19]4[CH:26]=[CH:25][CH:24]=[CH:23][C:20]=4[C:21]#[N:22])[C:9]=23)[CH2:3]1.[C:29]([C:31]1[CH:38]=[CH:37][CH:36]=[CH:35][C:32]=1[CH2:33]Br)#[N:30].C(=O)([O-])[O-].[K+].[K+]. (5) Given the product [Cl:31][C:29]1[CH:30]=[C:25]([CH:20]([C:21]([F:24])([F:23])[F:22])/[CH:18]=[CH:17]/[C:13]2[CH:12]=[C:11]3[C:16](=[CH:15][CH:14]=2)[N:8]([C:6]([O:5][C:1]([CH3:4])([CH3:3])[CH3:2])=[O:7])[CH2:9][CH2:10]3)[CH:26]=[C:27]([Cl:33])[C:28]=1[F:32], predict the reactants needed to synthesize it. The reactants are: [C:1]([O:5][C:6]([N:8]1[C:16]2[C:11](=[CH:12][C:13]([CH:17]=[CH2:18])=[CH:14][CH:15]=2)[CH2:10][CH2:9]1)=[O:7])([CH3:4])([CH3:3])[CH3:2].Br[CH:20]([C:25]1[CH:26]=[C:27]([Cl:33])[C:28]([F:32])=[C:29]([Cl:31])[CH:30]=1)[C:21]([F:24])([F:23])[F:22].N1C=CC=CC=1C1C=CC=CN=1. (6) Given the product [CH2:19]([N:9]1[CH:10]=[C:11]([C:12]2[CH:17]=[CH:16][N:15]=[CH:14][CH:13]=2)[C:7]([C:5]2[S:6][C:2]([Br:1])=[CH:3][CH:4]=2)=[N:8]1)[CH:20]([CH3:22])[CH3:21], predict the reactants needed to synthesize it. The reactants are: [Br:1][C:2]1[S:6][C:5]([C:7]2[C:11]([C:12]3[CH:17]=[CH:16][N:15]=[CH:14][CH:13]=3)=[CH:10][NH:9][N:8]=2)=[CH:4][CH:3]=1.Br[CH2:19][CH:20]([CH3:22])[CH3:21].C(=O)([O-])[O-].[Cs+].[Cs+].ClCCl. (7) Given the product [Br:2][C:3]1[CH:11]=[C:10]2[C:6]([CH2:7][CH2:8][N:9]2[C:17]([O:16][C:13]([CH3:15])([CH3:14])[CH3:12])=[O:18])=[CH:5][CH:4]=1, predict the reactants needed to synthesize it. The reactants are: Cl.[Br:2][C:3]1[CH:11]=[C:10]2[C:6]([CH2:7][CH2:8][NH:9]2)=[CH:5][CH:4]=1.[CH3:12][C:13]([O:16][C:17](O[C:17]([O:16][C:13]([CH3:15])([CH3:14])[CH3:12])=[O:18])=[O:18])([CH3:15])[CH3:14].